The task is: Binary Classification. Given a drug SMILES string, predict its activity (active/inactive) in a high-throughput screening assay against a specified biological target.. This data is from HIV replication inhibition screening data with 41,000+ compounds from the AIDS Antiviral Screen. (1) The drug is COc1ccc(CNc2cnc3cc(N)ccc3n2)cc1OC. The result is 0 (inactive). (2) The drug is O=[N+]([O-])c1ccc2c(c1)c(OCc1ccccc1)nn2Cc1ccccc1. The result is 0 (inactive). (3) The compound is Cc1c(C=NNC(=S)Nc2ccc([N+](=O)[O-])cc2)c(=O)n(-c2ccccc2)n1C. The result is 0 (inactive). (4) The compound is CCN(CC)C1=CC(=O)c2nc(C)c(C)nc2C1=O. The result is 0 (inactive). (5) The compound is Cc1ccc2oc(-c3n[nH]c(=N)s3)cc(=O)c2c1. The result is 0 (inactive).